From a dataset of Reaction yield outcomes from USPTO patents with 853,638 reactions. Predict the reaction yield, written as a fraction of the theoretical maximum amount of product (1.0 means a 100% yield; for example, 0.34 means a 34% yield). (1) The reactants are [Cl:1][C:2]1[N:6]([CH3:7])[N:5]=[C:4]([C:8]([F:11])([F:10])[F:9])[C:3]=1[CH:12]=[O:13].[BH4-].[Na+].O.C(OCC)(=O)C. The catalyst is CO. The product is [Cl:1][C:2]1[N:6]([CH3:7])[N:5]=[C:4]([C:8]([F:10])([F:9])[F:11])[C:3]=1[CH2:12][OH:13]. The yield is 0.822. (2) The reactants are [C:1]([NH:4][C@H:5]1[C@H:14]([C@@H:15]([C@@H:17]([CH2:19][OH:20])[OH:18])[OH:16])[O:13][C:8]([OH:12])([C:9](=[O:11])[OH:10])[CH2:7][C@@H:6]1[OH:21])(=[O:3])[CH3:2].[C:22](Cl)(=O)[CH3:23]. The catalyst is C(O)C. The product is [C:1]([NH:4][C@H:5]1[C@H:14]([C@@H:15]([C@@H:17]([CH2:19][OH:20])[OH:18])[OH:16])[O:13][C:8]([OH:12])([C:9](=[O:10])[O:11][CH2:22][CH3:23])[CH2:7][C@@H:6]1[OH:21])(=[O:3])[CH3:2]. The yield is 0.917. (3) The reactants are [CH2:1]([N:8]1[CH:12]=[C:11]([C:13]2[NH:21][C:20]3[C:19](=[O:22])[N:18]([CH2:23][CH2:24][CH3:25])[C:17](Cl)=[N:16][C:15]=3[N:14]=2)[CH:10]=[N:9]1)[C:2]1[CH:7]=[CH:6][CH:5]=[CH:4][CH:3]=1.C(N(C(C)C)CC)(C)C.CNC.[CH3:39][OH:40]. The catalyst is C1COCC1. The product is [CH2:1]([N:8]1[CH:12]=[C:11]([C:13]2[NH:21][C:20]3[C:19](=[O:22])[N:18]([CH2:23][CH2:24][CH3:25])[C:17]([O:40][CH3:39])=[N:16][C:15]=3[N:14]=2)[CH:10]=[N:9]1)[C:2]1[CH:7]=[CH:6][CH:5]=[CH:4][CH:3]=1. The yield is 0.100. (4) The reactants are [NH2:1][C:2]1[CH:3]=[C:4]2[C:9](=[CH:10][CH:11]=1)[N:8]=[CH:7][CH:6]=[CH:5]2.[O:12]([C:19]1[CH:20]=[C:21]([CH:25]=[CH:26][CH:27]=1)[C:22](O)=[O:23])[C:13]1[CH:18]=[CH:17][CH:16]=[CH:15][CH:14]=1.F[P-](F)(F)(F)(F)F.N1(OC(N(C)C)=[N+](C)C)C2C=CC=CC=2N=N1.C(N(CC)CC)C. The yield is 0.930. The catalyst is CN(C)C=O.O. The product is [O:12]([C:19]1[CH:20]=[C:21]([CH:25]=[CH:26][CH:27]=1)[C:22]([NH:1][C:2]1[CH:3]=[C:4]2[C:9](=[CH:10][CH:11]=1)[N:8]=[CH:7][CH:6]=[CH:5]2)=[O:23])[C:13]1[CH:14]=[CH:15][CH:16]=[CH:17][CH:18]=1. (5) The product is [O:1]1[C:5]2[CH:6]=[CH:7][C:8]([C:10]3[NH:11][C:12]4[N:13]([N:17]=[CH:18][C:19]=4[C:20]([NH2:21])=[O:22])[C:14](=[O:16])[CH:15]=3)=[CH:9][C:4]=2[O:3][CH2:2]1. The catalyst is CS(C)=O.O. The yield is 0.780. The reactants are [O:1]1[C:5]2[CH:6]=[CH:7][C:8]([C:10]3[NH:11][C:12]4[N:13]([N:17]=[CH:18][C:19]=4[C:20]#[N:21])[C:14](=[O:16])[CH:15]=3)=[CH:9][C:4]=2[O:3][CH2:2]1.[OH-:22].[Na+].